From a dataset of Merck oncology drug combination screen with 23,052 pairs across 39 cell lines. Regression. Given two drug SMILES strings and cell line genomic features, predict the synergy score measuring deviation from expected non-interaction effect. (1) Drug 1: C#Cc1cccc(Nc2ncnc3cc(OCCOC)c(OCCOC)cc23)c1. Drug 2: CNC(=O)c1cc(Oc2ccc(NC(=O)Nc3ccc(Cl)c(C(F)(F)F)c3)cc2)ccn1. Cell line: NCIH2122. Synergy scores: synergy=6.22. (2) Synergy scores: synergy=1.80. Cell line: KPL1. Drug 2: NC(=O)c1cccc2cn(-c3ccc(C4CCCNC4)cc3)nc12. Drug 1: O=P1(N(CCCl)CCCl)NCCCO1. (3) Drug 1: CCN(CC)CCNC(=O)c1c(C)[nH]c(C=C2C(=O)Nc3ccc(F)cc32)c1C. Synergy scores: synergy=3.48. Cell line: NCIH1650. Drug 2: CC1(c2nc3c(C(N)=O)cccc3[nH]2)CCCN1.